Dataset: Peptide-MHC class I binding affinity with 185,985 pairs from IEDB/IMGT. Task: Regression. Given a peptide amino acid sequence and an MHC pseudo amino acid sequence, predict their binding affinity value. This is MHC class I binding data. (1) The MHC is HLA-A24:03 with pseudo-sequence HLA-A24:03. The binding affinity (normalized) is 0.822. The peptide sequence is RYRTAVCGL. (2) The peptide sequence is REIGFIVPGL. The MHC is Patr-B2401 with pseudo-sequence Patr-B2401. The binding affinity (normalized) is 0.124. (3) The peptide sequence is VVISKKDTY. The MHC is HLA-B44:02 with pseudo-sequence HLA-B44:02. The binding affinity (normalized) is 0.0847. (4) The peptide sequence is AISDPCMGL. The MHC is HLA-B15:01 with pseudo-sequence HLA-B15:01. The binding affinity (normalized) is 0.0206. (5) The binding affinity (normalized) is 0.0847. The peptide sequence is GLFVYLIRY. The MHC is HLA-A26:01 with pseudo-sequence HLA-A26:01. (6) The peptide sequence is ISIRPRVTK. The MHC is HLA-B51:01 with pseudo-sequence HLA-B51:01. The binding affinity (normalized) is 0. (7) The peptide sequence is AENDIVEAL. The MHC is HLA-B44:03 with pseudo-sequence HLA-B44:03. The binding affinity (normalized) is 0.567.